This data is from Catalyst prediction with 721,799 reactions and 888 catalyst types from USPTO. The task is: Predict which catalyst facilitates the given reaction. Reactant: [CH2:1]([O:8][C:9]([N:11]([CH2:24][C:25]1[CH:33]=[CH:32][C:28]([C:29](O)=[O:30])=[CH:27][CH:26]=1)[CH2:12][CH2:13][CH2:14][CH2:15][NH:16][C:17]([O:19][C:20]([CH3:23])([CH3:22])[CH3:21])=[O:18])=[O:10])[C:2]1[CH:7]=[CH:6][CH:5]=[CH:4][CH:3]=1.[CH3:34][Si:35]([CH3:62])([CH3:61])[CH2:36][CH2:37][O:38][CH2:39][N:40]1[CH:44]=[CH:43][N:42]=[C:41]1[CH2:45][NH:46][CH2:47][C:48]1[N:49]([CH2:53][O:54][CH2:55][CH2:56][Si:57]([CH3:60])([CH3:59])[CH3:58])[CH:50]=[CH:51][N:52]=1.ON1C2C=CC=CC=2N=N1.Cl.C(N=C=NCCCN(C)C)C.C(N(C(C)C)CC)(C)C. Product: [C:2]1([CH2:1][O:8][C:9](=[O:10])[N:11]([CH2:24][C:25]2[CH:26]=[CH:27][C:28]([C:29]([N:46]([CH2:47][C:48]3[N:49]([CH2:53][O:54][CH2:55][CH2:56][Si:57]([CH3:60])([CH3:59])[CH3:58])[CH:50]=[CH:51][N:52]=3)[CH2:45][C:41]3[N:40]([CH2:39][O:38][CH2:37][CH2:36][Si:35]([CH3:61])([CH3:62])[CH3:34])[CH:44]=[CH:43][N:42]=3)=[O:30])=[CH:32][CH:33]=2)[CH2:12][CH2:13][CH2:14][CH2:15][NH:16][C:17]([O:19][C:20]([CH3:21])([CH3:22])[CH3:23])=[O:18])[CH:3]=[CH:4][CH:5]=[CH:6][CH:7]=1. The catalyst class is: 46.